The task is: Predict the reaction yield, written as a fraction of the theoretical maximum amount of product (1.0 means a 100% yield; for example, 0.34 means a 34% yield).. This data is from Reaction yield outcomes from USPTO patents with 853,638 reactions. (1) The reactants are [Cl:1][C:2]1[N:7]=[C:6]([CH2:8][C:9]([C:11]2[CH:12]=[C:13]([NH:18][S:19]([C:22]3[C:27]([F:28])=[CH:26][CH:25]=[CH:24][C:23]=3[F:29])(=[O:21])=[O:20])[CH:14]=[CH:15][C:16]=2[F:17])=O)[CH:5]=[CH:4][N:3]=1.[CH2:30]1[C:35](=O)[N:34](Br)[C:32](=O)[CH2:31]1.CC(C)[C:40](=[S:42])[NH2:41].[OH2:44]. The catalyst is CC(N(C)C)=O. The product is [Cl:1][C:2]1[N:7]=[C:6]([C:8]2[S:42][C:40]([N:34]3[CH2:35][CH2:30][O:44][CH2:31][CH2:32]3)=[N:41][C:9]=2[C:11]2[CH:12]=[C:13]([NH:18][S:19]([C:22]3[C:27]([F:28])=[CH:26][CH:25]=[CH:24][C:23]=3[F:29])(=[O:21])=[O:20])[CH:14]=[CH:15][C:16]=2[F:17])[CH:5]=[CH:4][N:3]=1. The yield is 0.220. (2) The reactants are [Cl:1][C:2]1[CH:3]=[C:4]([NH:9][C:10]([N:12]2[CH2:17][CH2:16][N:15]([CH2:18][C@@H:19]3[CH2:24][CH2:23][CH2:22][NH:21][CH2:20]3)[CH2:14][CH2:13]2)=[O:11])[CH:5]=[CH:6][C:7]=1[Cl:8].C(N(CC)C(C)C)(C)C.[C:34]([O:41][CH3:42])(=[O:40])[CH2:35][CH2:36][C:37]([O-])=[O:38].F[P-](F)(F)(F)(F)F.N1(OC(N(C)C)=[N+](C)C)C2N=CC=CC=2N=N1. The catalyst is CN(C)C=O. The product is [Cl:1][C:2]1[CH:3]=[C:4]([NH:9][C:10]([N:12]2[CH2:17][CH2:16][N:15]([CH2:18][C@@H:19]3[CH2:24][CH2:23][CH2:22][N:21]([C:37](=[O:38])[CH2:36][CH2:35][C:34]([O:41][CH3:42])=[O:40])[CH2:20]3)[CH2:14][CH2:13]2)=[O:11])[CH:5]=[CH:6][C:7]=1[Cl:8]. The yield is 0.960. (3) The reactants are [NH2:1][C:2]1[CH:25]=[CH:24][C:5]([O:6][C:7]2[C:16]3[C:11](=[CH:12][C:13]([O:19][CH2:20]COC)=[C:14]([C:17]#[N:18])[CH:15]=3)[N:10]=[CH:9][CH:8]=2)=[CH:4][CH:3]=1.C1(C)C=CC=CC=1.[F:33][C:34]1[CH:39]=[CH:38][C:37]([N:40]=[C:41]=[O:42])=[CH:36][CH:35]=1. The catalyst is C(#N)C. The product is [C:17]([C:14]1[CH:15]=[C:16]2[C:11](=[CH:12][C:13]=1[O:19][CH3:20])[N:10]=[CH:9][CH:8]=[C:7]2[O:6][C:5]1[CH:24]=[CH:25][C:2]([NH:1][C:41]([NH:40][C:37]2[CH:38]=[CH:39][C:34]([F:33])=[CH:35][CH:36]=2)=[O:42])=[CH:3][CH:4]=1)#[N:18]. The yield is 0.680. (4) The reactants are [C:1]([NH:4][C:5]1[CH:13]=[CH:12][CH:11]=[C:10]2[C:6]=1[C:7](=[O:33])[N:8]([CH:15]([C:20]1[CH:25]=[CH:24][C:23]([O:26][CH:27]([F:29])[F:28])=[C:22]([O:30][CH2:31][CH3:32])[CH:21]=1)[CH2:16][C:17](O)=[O:18])[C:9]2=[O:14])(=[O:3])[CH3:2].C1N=C[N:36](C(N2C=NC=C2)=O)C=1.[NH4+].[OH-]. The catalyst is C1COCC1. The product is [C:1]([NH:4][C:5]1[CH:13]=[CH:12][CH:11]=[C:10]2[C:6]=1[C:7](=[O:33])[N:8]([CH:15]([C:20]1[CH:25]=[CH:24][C:23]([O:26][CH:27]([F:28])[F:29])=[C:22]([O:30][CH2:31][CH3:32])[CH:21]=1)[CH2:16][C:17]([NH2:36])=[O:18])[C:9]2=[O:14])(=[O:3])[CH3:2]. The yield is 0.800. (5) The reactants are [C:1]([O:5][C:6]([N:8]1[CH2:20][CH2:19][C:18]2[C:17]3[C:12](=[CH:13][CH:14]=[C:15](Br)[CH:16]=3)[N:11]([CH3:22])[C:10]=2[CH2:9]1)=[O:7])([CH3:4])([CH3:3])[CH3:2].[CH2:23]([O:30][C:31]1[CH:36]=[CH:35][NH:34][C:33](=[O:37])[CH:32]=1)[C:24]1[CH:29]=[CH:28][CH:27]=[CH:26][CH:25]=1.OC1C=CC=C2C=1N=CC=C2.C([O-])([O-])=O.[K+].[K+].[NH4+].[OH-]. The catalyst is CS(C)=O.C(Cl)Cl.[Cu]I.CO. The product is [CH2:23]([O:30][C:31]1[CH:36]=[CH:35][N:34]([C:15]2[CH:16]=[C:17]3[C:12](=[CH:13][CH:14]=2)[N:11]([CH3:22])[C:10]2[CH2:9][N:8]([C:6]([O:5][C:1]([CH3:4])([CH3:3])[CH3:2])=[O:7])[CH2:20][CH2:19][C:18]3=2)[C:33](=[O:37])[CH:32]=1)[C:24]1[CH:25]=[CH:26][CH:27]=[CH:28][CH:29]=1. The yield is 0.330.